From a dataset of Catalyst prediction with 721,799 reactions and 888 catalyst types from USPTO. Predict which catalyst facilitates the given reaction. (1) Reactant: [N:1]([CH2:4][C:5]1[N:10]=[CH:9][C:8]2[O:11][CH2:12][CH2:13][O:14][C:7]=2[CH:6]=1)=[N+]=[N-]. Product: [O:14]1[C:7]2[CH:6]=[C:5]([CH2:4][NH2:1])[N:10]=[CH:9][C:8]=2[O:11][CH2:12][CH2:13]1. The catalyst class is: 349. (2) Reactant: [Cl:1][C:2]1[CH:3]=[C:4]([NH:19][C:20](=[O:22])[CH3:21])[CH:5]=[C:6]([Cl:18])[C:7]=1[C:8]1[S:9][C:10]2[C:11](Cl)=[N:12][CH:13]=[CH:14][C:15]=2[N:16]=1.[CH3:23][C:24]1[N:29]=[CH:28][N:27]=[C:26]([NH2:30])[CH:25]=1.CC1(C)C2C(=C(P(C3C=CC=CC=3)C3C=CC=CC=3)C=CC=2)OC2C(P(C3C=CC=CC=3)C3C=CC=CC=3)=CC=CC1=2.C([O-])([O-])=O.[Cs+].[Cs+]. Product: [Cl:1][C:2]1[CH:3]=[C:4]([NH:19][C:20](=[O:22])[CH3:21])[CH:5]=[C:6]([Cl:18])[C:7]=1[C:8]1[S:9][C:10]2[C:11]([NH:30][C:26]3[CH:25]=[C:24]([CH3:23])[N:29]=[CH:28][N:27]=3)=[N:12][CH:13]=[CH:14][C:15]=2[N:16]=1. The catalyst class is: 62. (3) Reactant: [C:1]([C:4]1([NH:7][C:8](=[O:18])[C:9]2[CH:14]=[CH:13][CH:12]=[C:11]([N+:15]([O-])=O)[CH:10]=2)[CH2:6][CH2:5]1)(=[O:3])[NH2:2]. Product: [NH2:15][C:11]1[CH:10]=[C:9]([CH:14]=[CH:13][CH:12]=1)[C:8]([NH:7][C:4]1([C:1](=[O:3])[NH2:2])[CH2:6][CH2:5]1)=[O:18]. The catalyst class is: 19.